From a dataset of Antibody paratope prediction from SAbDab with 1,023 antibody chains. Token-level Classification. Given an antibody amino acid sequence, predict which amino acid positions are active in antigen binding. Output is a list of indices for active paratope positions. (1) Given the antibody sequence: QVQLVQSGGGVFKPGGSLRLSCEASGFTFTEYYMTWVRQAPGKGLEWLAYISKNGEYSKYSPSSNGRFTISRDNAKNSVFLQLDRLSADDTAVYYCARADGLTYFSELLQYIFDLWGQGARVTVSS, which amino acid positions are active in antigen binding (paratope)? The paratope positions are: [52, 83, 84, 85, 104, 105, 106, 107, 108, 109, 110, 111, 112]. (2) Given the antibody sequence: QVRLLQYGGGVKRPGASMTISCVASGYNFNDYYIHWVRQAPGQGLELMGWIDPSGGRTDYAGAFGDRVSMYRDKSMNTLYMDLRSLRSGDTAMYYCVRNVGTAGSLLHYDHWGLGVMVTVSS, which amino acid positions are active in antigen binding (paratope)? The paratope positions are: [52, 83, 84, 85, 104, 105, 106, 107, 108]. (3) Given the antibody sequence: QVQLQESGPELVKPGASVKMSCKASGYSFTAYNMHWVKQSHGKSLEWIGFIDPYSGIITYNQTFKGKATLTVDKSSSTAYMQLNSLTSEDSAVYYCARRGYYDGGFDYWGQGTTLTVSS, which amino acid positions are active in antigen binding (paratope)? The paratope positions are: [52, 83, 84, 85, 104, 105]. (4) Given the antibody sequence: DTVMTQSPATLSVSPGERVTLSCRASQIINTNLAWYQKRPGQAPRLLIYAASARATGIPARFSGSGSGTEFTLTISGLQSEDSAVYYCQQYKHWPPYTFGRGTKLEIR, which amino acid positions are active in antigen binding (paratope)? The paratope positions are: [95]. (5) Given the antibody sequence: EVQLQQSGAELVKPGASVKLSCTASGFNIKDTYMHWVKQRPEKGLEWIGRIDPASGNTKYDPKFQDKATITADTSSNTAYLQLSSLTSEDTAVYYCAGYDYGNFDYWGQGTTLTVSS, which amino acid positions are active in antigen binding (paratope)? The paratope positions are: [52, 83, 84, 85]. (6) Given the antibody sequence: SYELTQETGVSVALGQTVTITCQGDSLRSHYASWYQKKPGQAPILLFYGKNNRPSGVPDRFSGSASGNTASLTISGAQAEDDAEYYCSSRDKSGSRLSVFGGGTKLTVL, which amino acid positions are active in antigen binding (paratope)? The paratope positions are: [94, 95, 96].